Dataset: Catalyst prediction with 721,799 reactions and 888 catalyst types from USPTO. Task: Predict which catalyst facilitates the given reaction. (1) Reactant: [O:1]=[C:2]1[NH:6][C:5]([C:12]2[CH:17]=[CH:16][C:15]([F:18])=[CH:14][CH:13]=2)([CH2:7][O:8][CH2:9][CH:10]=[CH2:11])[C:4](=[O:19])[N:3]1[C:20]1[CH:27]=[CH:26][C:23]([C:24]#[N:25])=[C:22]([C:28]([F:31])([F:30])[F:29])[CH:21]=1.C(=O)([O-])[O-].[K+].[K+].[CH2:38](Br)[C:39]#[CH:40]. Product: [O:1]=[C:2]1[N:6]([CH2:40][C:39]#[CH:38])[C:5]([C:12]2[CH:13]=[CH:14][C:15]([F:18])=[CH:16][CH:17]=2)([CH2:7][O:8][CH2:9][CH:10]=[CH2:11])[C:4](=[O:19])[N:3]1[C:20]1[CH:27]=[CH:26][C:23]([C:24]#[N:25])=[C:22]([C:28]([F:30])([F:31])[F:29])[CH:21]=1. The catalyst class is: 3. (2) Reactant: [CH2:1]([C:3]1[C:11]2[C:6](=[CH:7][CH:8]=[CH:9][C:10]=2[NH:12][C:13]([C:15]2[N:19]3[CH:20]=[CH:21][CH:22]=[CH:23][C:18]3=[N:17][CH:16]=2)=[O:14])[N:5]([CH2:24][C:25]2[CH:30]=[CH:29][CH:28]=[C:27]([OH:31])[N:26]=2)[N:4]=1)[CH3:2].CS(O[CH2:37][CH:38]1[CH2:42][O:41][C:40]([CH3:44])([CH3:43])[O:39]1)(=O)=O.C([O-])([O-])=O.[Cs+].[Cs+]. Product: [CH3:43][C:40]1([CH3:44])[O:39][CH:38]([CH2:37][O:31][C:27]2[N:26]=[C:25]([CH2:24][N:5]3[C:6]4[C:11](=[C:10]([NH:12][C:13]([C:15]5[N:19]6[CH:20]=[CH:21][CH:22]=[CH:23][C:18]6=[N:17][CH:16]=5)=[O:14])[CH:9]=[CH:8][CH:7]=4)[C:3]([CH2:1][CH3:2])=[N:4]3)[CH:30]=[CH:29][CH:28]=2)[CH2:42][O:41]1. The catalyst class is: 44. (3) Reactant: Cl.[CH2:2]([O:9][C:10](=[O:19])[NH:11][C:12]1([CH3:18])[CH2:17][CH2:16][NH:15][CH2:14][CH2:13]1)[C:3]1[CH:8]=[CH:7][CH:6]=[CH:5][CH:4]=1.Cl[C:21]1[CH:26]=[CH:25][C:24]([C:27]([F:30])([F:29])[F:28])=[CH:23][N:22]=1.C(N(C(C)C)CC)(C)C. Product: [CH2:2]([O:9][C:10](=[O:19])[NH:11][C:12]1([CH3:18])[CH2:17][CH2:16][N:15]([C:21]2[CH:26]=[CH:25][C:24]([C:27]([F:30])([F:29])[F:28])=[CH:23][N:22]=2)[CH2:14][CH2:13]1)[C:3]1[CH:8]=[CH:7][CH:6]=[CH:5][CH:4]=1. The catalyst class is: 12. (4) Reactant: [Cl:1][C:2]1[CH:7]=[CH:6][CH:5]=[CH:4][C:3]=1[C@H:8]1[O:10][C@:9]1([CH2:19][N:20]1[C:24](=[S:25])[NH:23][CH:22]=[N:21]1)[C:11]1[CH:16]=[CH:15][C:14]([F:17])=[CH:13][C:12]=1[F:18].[H-].[Na+].[CH3:28]I.O. Product: [Cl:1][C:2]1[CH:7]=[CH:6][CH:5]=[CH:4][C:3]=1[C@H:8]1[O:10][C@:9]1([CH2:19][N:20]1[C:24]([S:25][CH3:28])=[N:23][CH:22]=[N:21]1)[C:11]1[CH:16]=[CH:15][C:14]([F:17])=[CH:13][C:12]=1[F:18]. The catalyst class is: 1. (5) Reactant: [Br:1][C:2]1[CH:15]=[CH:14][C:5]([C:6]([C@H:8]2[CH2:10][C@H:9]2[C:11]([OH:13])=[O:12])=[O:7])=[CH:4][CH:3]=1.[CH3:16]OC(OC)(C)C.Cl. Product: [Br:1][C:2]1[CH:3]=[CH:4][C:5]([C:6]([C@H:8]2[CH2:10][C@H:9]2[C:11]([O:13][CH3:16])=[O:12])=[O:7])=[CH:14][CH:15]=1. The catalyst class is: 5.